Dataset: Reaction yield outcomes from USPTO patents with 853,638 reactions. Task: Predict the reaction yield, written as a fraction of the theoretical maximum amount of product (1.0 means a 100% yield; for example, 0.34 means a 34% yield). (1) The reactants are [Cl:1][C:2]1[CH:3]=[C:4]([CH:6]=[CH:7][CH:8]=1)[NH2:5].[N:9]([O-])=O.[Na+].O.O.Cl[Sn]Cl.[OH-].[Na+]. The catalyst is Cl.O. The product is [Cl:1][C:2]1[CH:3]=[C:4]([NH:5][NH2:9])[CH:6]=[CH:7][CH:8]=1. The yield is 0.720. (2) The reactants are F[C:2]1[CH:9]=[CH:8][C:5]([CH2:6][NH2:7])=[CH:4][CH:3]=1.[F:10][C:11]([F:22])([F:21])[C:12]([N:14]1[CH2:19][CH2:18][C:17](=O)[CH2:16][CH2:15]1)=[O:13].[C:23](O)(=O)C.[BH3-]C#N.[Na+]. The catalyst is CO. The product is [CH3:23][C:2]1[CH:9]=[CH:8][C:5]([CH2:6][NH:7][CH:17]2[CH2:18][CH2:19][N:14]([C:12](=[O:13])[C:11]([F:22])([F:21])[F:10])[CH2:15][CH2:16]2)=[CH:4][CH:3]=1. The yield is 0.370.